This data is from Reaction yield outcomes from USPTO patents with 853,638 reactions. The task is: Predict the reaction yield, written as a fraction of the theoretical maximum amount of product (1.0 means a 100% yield; for example, 0.34 means a 34% yield). (1) The reactants are [Br:1][C:2]1[CH:3]=[C:4](B(O)O)[C:5]([F:8])=[N:6][CH:7]=1.C(=O)([O-])[O-].[Na+].[Na+].[F:18][C:19]1[CH:24]=[CH:23][C:22]([CH:25]=[CH2:26])=[CH:21][CH:20]=1. The product is [Br:1][C:2]1[CH:3]=[C:4](/[CH:26]=[CH:25]/[C:22]2[CH:23]=[CH:24][C:19]([F:18])=[CH:20][CH:21]=2)[C:5]([F:8])=[N:6][CH:7]=1. The catalyst is CN(C)C=O.C([O-])(=O)C.[Pd+2].C([O-])(=O)C. The yield is 0.315. (2) The reactants are [Br:1][C:2]1[CH:7]=[CH:6][C:5]([S:8](Cl)(=[O:10])=[O:9])=[CH:4][C:3]=1[F:12].O.NN.C([O-])(=O)C.[Na+].Br[CH:22]([CH3:24])[CH3:23]. The catalyst is C1COCC1. The product is [Br:1][C:2]1[CH:7]=[CH:6][C:5]([S:8]([CH:22]([CH3:24])[CH3:23])(=[O:10])=[O:9])=[CH:4][C:3]=1[F:12]. The yield is 0.120. (3) The reactants are [F:1][C:2]1[C:3]([O:15][CH3:16])=[CH:4][C:5]([N+:12]([O-:14])=[O:13])=[C:6]([NH:8]C(=O)C)[CH:7]=1. The catalyst is O.Cl.C(O)C. The product is [F:1][C:2]1[C:3]([O:15][CH3:16])=[CH:4][C:5]([N+:12]([O-:14])=[O:13])=[C:6]([CH:7]=1)[NH2:8]. The yield is 0.290. (4) The reactants are [C:1]([O:9][CH2:10][CH3:11])(=[O:8])[CH2:2][C:3]([O:5][CH2:6][CH3:7])=[O:4].[C:12](#[N:15])[CH:13]=[CH2:14].Cl. The catalyst is CO.O1CCOCC1. The product is [C:12]([CH2:13][CH2:14][C:2]([CH2:14][CH2:13][C:12]#[N:15])([C:3]([O:5][CH2:6][CH3:7])=[O:4])[C:1]([O:9][CH2:10][CH3:11])=[O:8])#[N:15]. The yield is 0.758.